Dataset: Peptide-MHC class I binding affinity with 185,985 pairs from IEDB/IMGT. Task: Regression. Given a peptide amino acid sequence and an MHC pseudo amino acid sequence, predict their binding affinity value. This is MHC class I binding data. The peptide sequence is YPKIFEDQLL. The MHC is H-2-Db with pseudo-sequence H-2-Db. The binding affinity (normalized) is 0.